Dataset: Full USPTO retrosynthesis dataset with 1.9M reactions from patents (1976-2016). Task: Predict the reactants needed to synthesize the given product. (1) Given the product [Br:15][C:9]1[CH:10]=[CH:11][C:12]([Cl:14])=[CH:13][C:8]=1[CH2:7][C:6]1[N:16]=[C:1]([CH3:2])[O:4][N:5]=1, predict the reactants needed to synthesize it. The reactants are: [C:1]([O:4]/[N:5]=[C:6](\[NH2:16])/[CH2:7][C:8]1[CH:13]=[C:12]([Cl:14])[CH:11]=[CH:10][C:9]=1[Br:15])(=O)[CH3:2].ClC(Cl)(Cl)C(Cl)(Cl)Cl.C1(C)C=CC=CC=1. (2) Given the product [Br:1][C:2]1[CH:10]=[CH:9][C:5]([C:6]([NH:13][NH:12][C:14]([O:16][C:17]([CH3:20])([CH3:19])[CH3:18])=[O:15])=[O:8])=[CH:4][C:3]=1[F:11], predict the reactants needed to synthesize it. The reactants are: [Br:1][C:2]1[CH:10]=[CH:9][C:5]([C:6]([OH:8])=O)=[CH:4][C:3]=1[F:11].[NH:12]([C:14]([O:16][C:17]([CH3:20])([CH3:19])[CH3:18])=[O:15])[NH2:13].C1C=NC2N(O)N=NC=2C=1.C(Cl)CCl.